From a dataset of CYP2C9 inhibition data for predicting drug metabolism from PubChem BioAssay. Regression/Classification. Given a drug SMILES string, predict its absorption, distribution, metabolism, or excretion properties. Task type varies by dataset: regression for continuous measurements (e.g., permeability, clearance, half-life) or binary classification for categorical outcomes (e.g., BBB penetration, CYP inhibition). Dataset: cyp2c9_veith. (1) The drug is C[C@@]12C=CC(=O)C=C1CC[C@@H]1[C@@H]2C(=O)C[C@]2(C)[C@@H]1CC[C@]2(O)C(=O)CO. The result is 0 (non-inhibitor). (2) The molecule is Cn1c(=O)c2c(nc(N/N=C\c3ccccc3C(=O)O)n2C)n(C)c1=O. The result is 0 (non-inhibitor). (3) The molecule is Nc1cc(=O)[nH]c(N)n1. The result is 0 (non-inhibitor).